Task: Predict which catalyst facilitates the given reaction.. Dataset: Catalyst prediction with 721,799 reactions and 888 catalyst types from USPTO (1) Reactant: BrC=C([C:5]1[CH:15]=[CH:14][C:8]([C:9]([N:11]([CH3:13])[CH3:12])=[O:10])=[CH:7][CH:6]=1)C.P([O-])([O-])([O-])=O.[K+].[K+].[K+].N1CCC[C@H]1C(O)=O.[CH3:32][N:33]1[CH2:46][CH2:45][C:36]2[NH:37][C:38]3[CH:39]=[CH:40][C:41]([CH3:44])=[CH:42][C:43]=3[C:35]=2[CH2:34]1. Product: [CH3:32][N:33]1[CH2:46][CH2:45][C:36]2[N:37]([C:8]3([CH:7]=[CH:6][CH:5]=[CH:15][CH2:14]3)[C:9]([N:11]([CH3:12])[CH3:13])=[O:10])[C:38]3[CH:39]=[CH:40][C:41]([CH3:44])=[CH:42][C:43]=3[C:35]=2[CH2:34]1. The catalyst class is: 122. (2) Reactant: [CH2:1]1[CH2:6][CH2:5][CH2:4][CH2:3][CH2:2]1.[OH:7]N1[C:12](=[O:13])[C:11]2=[CH:14][CH:15]=[CH:16][CH:17]=[C:10]2C1=O.[O:19]=O.N#N. Product: [C:1]1(=[O:7])[CH2:6][CH2:5][CH2:4][CH2:3][CH2:2]1.[CH:10]1([OH:19])[CH2:11][CH2:14][CH2:15][CH2:16][CH2:17]1.[C:12]([O:13][CH:1]1[CH2:6][CH2:5][CH2:4][CH2:3][CH2:2]1)(=[O:19])[CH3:11]. The catalyst class is: 15. (3) Product: [NH2:6][C:14]1[N:15]=[C:16]([NH:21][CH2:29][CH2:30][CH2:31][N:32]([CH3:33])[CH3:34])[CH:17]=[C:18]([CH3:20])[CH:19]=1. The catalyst class is: 2. Reactant: CC(C)(C)C(O[N:6]([C:14]1[CH:19]=[C:18]([CH3:20])[CH:17]=[C:16]([N:21]([CH2:29][CH2:30][CH2:31][N:32]([CH3:34])[CH3:33])C(OC(C)(C)C)=O)[N:15]=1)C(OC(C)(C)C)=O)=O.C(O)(C(F)(F)F)=O.C(Cl)Cl. (4) Reactant: [NH2:1][C:2]1[N:6]([C:7]([CH3:10])([CH3:9])[CH3:8])[N:5]=[CH:4][C:3]=1[C:11]([O:13][CH2:14][CH3:15])=[O:12].CO[CH:18]1[CH2:22][CH2:21][CH:20](OC)O1. Product: [N:1]1([C:2]2[N:6]([C:7]([CH3:8])([CH3:9])[CH3:10])[N:5]=[CH:4][C:3]=2[C:11]([O:13][CH2:14][CH3:15])=[O:12])[CH:18]=[CH:22][CH:21]=[CH:20]1. The catalyst class is: 15. (5) Reactant: [CH2:1]([O:3][C:4](=[O:14])[C:5](=[N:12]O)[C:6]1[CH:11]=[CH:10][CH:9]=[CH:8][N:7]=1)[CH3:2].[C:15](O[C:15]([O:17][CH3:18])=[O:16])([O:17][CH3:18])=[O:16].C1CCCCC=1. Product: [CH2:1]([O:3][C:4](=[O:14])[CH:5]([NH:12][C:15]([O:17][CH3:18])=[O:16])[C:6]1[CH:11]=[CH:10][CH:9]=[CH:8][N:7]=1)[CH3:2]. The catalyst class is: 50.